Predict hERG channel inhibition at various concentrations. From a dataset of hERG Central: cardiac toxicity at 1µM, 10µM, and general inhibition. (1) Results: hERG_inhib (hERG inhibition (general)): blocker. The compound is COc1ccc2cc(C(=O)C3CCCN(C(=O)Cc4c(C)noc4C)C3)ccc2c1. (2) The drug is COc1ccccc1C(=O)Nc1ccc(S(=O)(=O)N2CCc3ccccc32)cc1. Results: hERG_inhib (hERG inhibition (general)): blocker. (3) Results: hERG_inhib (hERG inhibition (general)): blocker. The molecule is C#CC[N+](C)(C)CCCCCCCCCCCC.[Br-]. (4) The molecule is COc1ccc(C2CC(c3cccs3)=NN2C(=O)CSc2nc(=O)n3cc(C)ccc3n2)cc1. Results: hERG_inhib (hERG inhibition (general)): blocker. (5) The drug is O=C1CN(C(=O)COc2ccc([N+](=O)[O-])cc2Cl)c2ccccc2N1. Results: hERG_inhib (hERG inhibition (general)): blocker.